Task: Regression. Given a peptide amino acid sequence and an MHC pseudo amino acid sequence, predict their binding affinity value. This is MHC class II binding data.. Dataset: Peptide-MHC class II binding affinity with 134,281 pairs from IEDB (1) The peptide sequence is AAGVAAWSLIALMIP. The MHC is DRB3_0202 with pseudo-sequence DRB3_0202. The binding affinity (normalized) is 0. (2) The peptide sequence is EKKYFAATQFEPLAK. The MHC is HLA-DQA10101-DQB10501 with pseudo-sequence HLA-DQA10101-DQB10501. The binding affinity (normalized) is 0.428. (3) The peptide sequence is KFWELVDEERKLHQQ. The binding affinity (normalized) is 0.470. The MHC is DRB1_1301 with pseudo-sequence QEFFIASGAAVDAIMESSFDYFDIDEATYHVVFT. (4) The peptide sequence is EPGHLAPTGMFVAGA. The MHC is DRB4_0101 with pseudo-sequence DRB4_0103. The binding affinity (normalized) is 0.103. (5) The peptide sequence is AAGAQLLWQLPLLSI. The MHC is DRB1_1501 with pseudo-sequence DRB1_1501. The binding affinity (normalized) is 0.513. (6) The binding affinity (normalized) is 0.0800. The peptide sequence is VVAVDIKEKGKDKWI. The MHC is HLA-DQA10301-DQB10302 with pseudo-sequence HLA-DQA10301-DQB10302. (7) The peptide sequence is IIFSKNLNIKLNMPL. The MHC is DRB1_0401 with pseudo-sequence DRB1_0401. The binding affinity (normalized) is 0.270. (8) The peptide sequence is MVSRLLLNRFTMTHRR. The MHC is DRB1_1501 with pseudo-sequence DRB1_1501. The binding affinity (normalized) is 0.471. (9) The peptide sequence is RSTTDSGKVIPEWCC. The MHC is HLA-DQA10102-DQB10501 with pseudo-sequence HLA-DQA10102-DQB10501. The binding affinity (normalized) is 0. (10) The peptide sequence is TLEQDKCVTVMAPDK. The MHC is HLA-DQA10103-DQB10603 with pseudo-sequence HLA-DQA10103-DQB10603. The binding affinity (normalized) is 0.